From a dataset of Retrosynthesis with 50K atom-mapped reactions and 10 reaction types from USPTO. Predict the reactants needed to synthesize the given product. (1) Given the product Cc1ccc(F)cc1C1NC(=O)CC(c2cc(Cl)ccc2OCC(C)(C)C(=O)N(C)C)C12C(=O)Nc1cc(Cl)ccc12, predict the reactants needed to synthesize it. The reactants are: CNC.Cc1ccc(F)cc1C1NC(=O)CC(c2cc(Cl)ccc2OCC(C)(C)C(=O)O)C12C(=O)Nc1cc(Cl)ccc12. (2) Given the product O=C(OCc1ccccc1)N1CCC2(CC1)CO2, predict the reactants needed to synthesize it. The reactants are: C[S+](C)(C)=O.O=C1CCN(C(=O)OCc2ccccc2)CC1.